Dataset: Forward reaction prediction with 1.9M reactions from USPTO patents (1976-2016). Task: Predict the product of the given reaction. (1) Given the reactants [Br:1][C:2]1[CH:12]=[CH:11][C:5]([C:6]([O:8][CH2:9][CH3:10])=[O:7])=[CH:4][C:3]=1[OH:13].C([O-])([O-])=O.[K+].[K+].[CH:20]1[CH:25]=[CH:24][C:23]([CH2:26]Br)=[CH:22][CH:21]=1, predict the reaction product. The product is: [Br:1][C:2]1[CH:12]=[CH:11][C:5]([C:6]([O:8][CH2:9][CH3:10])=[O:7])=[CH:4][C:3]=1[O:13][CH2:26][C:23]1[CH:24]=[CH:25][CH:20]=[CH:21][CH:22]=1. (2) Given the reactants CS(O[CH2:6][C@H:7]1[N:18]2[C:19]3[C:10](=[C:11]([F:21])[CH:12]=[N:13][C:14]=3[CH:15]=[CH:16][C:17]2=[O:20])[O:9][CH2:8]1)(=O)=O.[NH:22]1[CH2:26][CH2:25][C@H:24]([CH2:27][NH:28][C:29](=[O:35])[O:30][C:31]([CH3:34])([CH3:33])[CH3:32])[CH2:23]1, predict the reaction product. The product is: [F:21][C:11]1[CH:12]=[N:13][C:14]2[CH:15]=[CH:16][C:17](=[O:20])[N:18]3[C@H:7]([CH2:6][N:22]4[CH2:26][CH2:25][C@H:24]([CH2:27][NH:28][C:29](=[O:35])[O:30][C:31]([CH3:33])([CH3:32])[CH3:34])[CH2:23]4)[CH2:8][O:9][C:10]=1[C:19]=23. (3) Given the reactants [Br:1][CH2:2][O:3][CH3:4].[CH2:5]([N:7]([CH2:10][CH3:11])[CH2:8][CH3:9])[CH3:6], predict the reaction product. The product is: [Br-:1].[CH2:5]([N+:7]([CH2:10][CH3:11])([CH2:8][CH3:9])[CH2:2][O:3][CH3:4])[CH3:6]. (4) Given the reactants [NH2:1][C:2]1[C:7](Br)=[CH:6][C:5]([Cl:9])=[CH:4][N:3]=1.CN1CCCC1=O.[K+].C(O[C:21]([S-:23])=[S:22])C.O, predict the reaction product. The product is: [Cl:9][C:5]1[CH:6]=[C:7]2[S:22][C:21]([SH:23])=[N:1][C:2]2=[N:3][CH:4]=1. (5) Given the reactants Br[C:2]1[CH:11]=[CH:10][C:9]2[C:4](=[CH:5][CH:6]=[C:7]([O:12][CH3:13])[CH:8]=2)[CH:3]=1.[CH3:14][O:15][C:16]([C:18]1[CH:19]=[C:20](B(O)O)[CH:21]=[CH:22][CH:23]=1)=[O:17].C(=O)([O-])[O-].[Na+].[Na+], predict the reaction product. The product is: [CH3:13][O:12][C:7]1[CH:8]=[C:9]2[C:4](=[CH:5][CH:6]=1)[CH:3]=[C:2]([C:22]1[CH:23]=[C:18]([CH:19]=[CH:20][CH:21]=1)[C:16]([O:15][CH3:14])=[O:17])[CH:11]=[CH:10]2.